This data is from Reaction yield outcomes from USPTO patents with 853,638 reactions. The task is: Predict the reaction yield, written as a fraction of the theoretical maximum amount of product (1.0 means a 100% yield; for example, 0.34 means a 34% yield). (1) The reactants are [Cl:1][C:2]1[C:7]([C:8]([F:11])([F:10])[F:9])=[CH:6][N:5]=[C:4]2[NH:12][CH:13]=[C:14]([NH2:15])[C:3]=12.[N:16]1[CH:21]=[CH:20][N:19]=[CH:18][C:17]=1[C:22](O)=[O:23].C1N(P(Cl)(N2C(=O)OCC2)=O)C(=O)OC1.C(N(CC)CC)C.[Li+].[OH-]. The catalyst is C(Cl)Cl.O. The product is [Cl:1][C:2]1[C:7]([C:8]([F:11])([F:9])[F:10])=[CH:6][N:5]=[C:4]2[NH:12][CH:13]=[C:14]([NH:15][C:22]([C:17]3[CH:18]=[N:19][CH:20]=[CH:21][N:16]=3)=[O:23])[C:3]=12. The yield is 0.790. (2) The reactants are N[C:2]1[CH:10]=[CH:9][CH:8]=[C:7]2[C:3]=1[CH:4]=[N:5][NH:6]2.Cl.N([O-])=O.[Na+].[I-:16].[K+]. The yield is 0.250. The product is [I:16][C:2]1[CH:10]=[CH:9][CH:8]=[C:7]2[C:3]=1[CH:4]=[N:5][NH:6]2. The catalyst is O.C(OCC)(=O)C. (3) The reactants are C[S:2]([C:5]1[CH:10]=[CH:9][C:8]([C:11]2[C:12](=[O:22])[O:13][CH2:14][C:15]=2[C:16]2[CH:21]=[CH:20][CH:19]=[CH:18][CH:17]=2)=[CH:7][CH:6]=1)(=[O:4])=[O:3].S(C1C=CC(CC(O)=O)=CC=1)(=O)(=O)[NH2:24].BrCC(C1C=CC=CC=1)=O. No catalyst specified. The product is [S:2]([C:5]1[CH:10]=[CH:9][C:8]([C:11]2[C:12](=[O:22])[O:13][CH2:14][C:15]=2[C:16]2[CH:21]=[CH:20][CH:19]=[CH:18][CH:17]=2)=[CH:7][CH:6]=1)(=[O:4])(=[O:3])[NH2:24]. The yield is 0.400. (4) The reactants are [Cl:1][C:2]1[CH:3]=[C:4]([NH:9][C:10]2[C:19]3[C:14](=[CH:15][CH:16]=[CH:17][C:18]=3[O:20][C@H:21]([CH3:28])[CH2:22][N:23]([CH3:27])[C:24](=[O:26])[CH3:25])[N:13]=[CH:12][N:11]=2)[CH:5]=[CH:6][C:7]=1[OH:8].[F:29][C:30]1[CH:31]=[C:32]([CH:35]=[CH:36][CH:37]=1)[CH2:33]Cl. No catalyst specified. The product is [Cl:1][C:2]1[CH:3]=[C:4]([NH:9][C:10]2[C:19]3[C:14](=[CH:15][CH:16]=[CH:17][C:18]=3[O:20][C@H:21]([CH3:28])[CH2:22][N:23]([CH3:27])[C:24](=[O:26])[CH3:25])[N:13]=[CH:12][N:11]=2)[CH:5]=[CH:6][C:7]=1[O:8][CH2:33][C:32]1[CH:35]=[CH:36][CH:37]=[C:30]([F:29])[CH:31]=1. The yield is 0.870. (5) The reactants are [O:1]1[C:10]2[CH:9]=[C:8]([CH2:11][N:12]([CH:20]3[CH2:25][CH2:24][N:23]([CH2:26][CH:27]4[C:36]5[C:31]6=[C:32]([S:38][C:39](=[O:40])[N:30]6[CH2:29][CH2:28]4)[CH:33]=[CH:34][C:35]=5[F:37])[CH2:22][CH2:21]3)C(=O)OC(C)(C)C)[N:7]=[CH:6][C:5]=2[O:4][CH2:3][CH2:2]1.[ClH:41]. The catalyst is O1CCOCC1. The product is [ClH:41].[ClH:41].[O:1]1[C:10]2[CH:9]=[C:8]([CH2:11][NH:12][CH:20]3[CH2:25][CH2:24][N:23]([CH2:26][CH:27]4[C:36]5[C:31]6=[C:32]([S:38][C:39](=[O:40])[N:30]6[CH2:29][CH2:28]4)[CH:33]=[CH:34][C:35]=5[F:37])[CH2:22][CH2:21]3)[N:7]=[CH:6][C:5]=2[O:4][CH2:3][CH2:2]1. The yield is 1.00. (6) The reactants are [Br:1][C:2]1[CH:7]=[CH:6][C:5]([C:8]2[N:9]=[C:10]([NH:13][CH:14]([CH2:17][CH3:18])[CH2:15][OH:16])[S:11][CH:12]=2)=[CH:4][CH:3]=1.[C:19](OCC)(=[O:21])C. The catalyst is CCCCCC. The product is [Br:1][C:2]1[CH:3]=[CH:4][C:5]([C:8]2[N:9]=[C:10]([N:13]3[CH:14]([CH2:17][CH3:18])[CH2:15][O:16][C:19]3=[O:21])[S:11][CH:12]=2)=[CH:6][CH:7]=1. The yield is 0.720.